This data is from Forward reaction prediction with 1.9M reactions from USPTO patents (1976-2016). The task is: Predict the product of the given reaction. (1) The product is: [CH3:1][O:2][C:3]1[CH:10]=[CH:9][C:6]([CH:7]=[O:8])=[C:5]([NH2:11])[CH:4]=1. Given the reactants [CH3:1][O:2][C:3]1[CH:10]=[CH:9][C:6]([CH:7]=[O:8])=[C:5]([N+:11]([O-])=O)[CH:4]=1, predict the reaction product. (2) The product is: [NH2:13][C:7]1[N:6]=[C:5]([C:3]([NH2:14])=[O:2])[CH:10]=[C:9]([O:11][CH3:12])[CH:8]=1. Given the reactants C[O:2][C:3]([C:5]1[CH:10]=[C:9]([O:11][CH3:12])[CH:8]=[C:7]([NH2:13])[N:6]=1)=O.[NH3:14], predict the reaction product. (3) Given the reactants [CH3:1][O:2][C:3]1[C:11]2[O:10][CH:9]=[C:8]([CH2:12][CH2:13]I)[C:7]=2[CH:6]=[CH:5][CH:4]=1.[N:15]1([C:21]2[CH:22]=[CH:23][CH:24]=[C:25]3[C:30]=2[N:29]=[CH:28][CH:27]=[CH:26]3)[CH2:20][CH2:19][NH:18][CH2:17][CH2:16]1.C(N(CC)C(C)C)(C)C, predict the reaction product. The product is: [CH3:1][O:2][C:3]1[C:11]2[O:10][CH:9]=[C:8]([CH2:12][CH2:13][N:18]3[CH2:19][CH2:20][N:15]([C:21]4[CH:22]=[CH:23][CH:24]=[C:25]5[C:30]=4[N:29]=[CH:28][CH:27]=[CH:26]5)[CH2:16][CH2:17]3)[C:7]=2[CH:6]=[CH:5][CH:4]=1. (4) Given the reactants [CH3:1][CH2:2][N:3]([C:6]([C:8]1([C:13]2[CH:14]=[CH:15][CH:16]=[CH:17][CH:18]=2)[CH:10]([CH2:11][NH2:12])[CH2:9]1)=[O:7])[CH2:4][CH3:5].[ClH:19].C(O)(C)C.C(OCC)(=O)C, predict the reaction product. The product is: [CH3:5][CH2:4][N:3]([C:6]([C:8]1([C:13]2[CH:14]=[CH:15][CH:16]=[CH:17][CH:18]=2)[CH:10]([CH2:11][NH2:12])[CH2:9]1)=[O:7])[CH2:2][CH3:1].[ClH:19].[ClH:19].